Dataset: Reaction yield outcomes from USPTO patents with 853,638 reactions. Task: Predict the reaction yield, written as a fraction of the theoretical maximum amount of product (1.0 means a 100% yield; for example, 0.34 means a 34% yield). (1) The reactants are [N+:1]([C:4]1[CH:5]=[C:6]([C:17]2[CH:22]=[CH:21][CH:20]=[CH:19][CH:18]=2)[C:7]([OH:16])=[C:8]([C:10]2[CH:15]=[CH:14][CH:13]=[CH:12][CH:11]=2)[CH:9]=1)([O-:3])=[O:2].C([O-])([O-])=O.[K+].[K+].Br[CH2:30][C:31]([O:33][CH3:34])=[O:32].CCOC(C)=O. The catalyst is CN(C=O)C.O. The product is [CH3:34][O:33][C:31](=[O:32])[CH2:30][O:16][C:7]1[C:8]([C:10]2[CH:11]=[CH:12][CH:13]=[CH:14][CH:15]=2)=[CH:9][C:4]([N+:1]([O-:3])=[O:2])=[CH:5][C:6]=1[C:17]1[CH:18]=[CH:19][CH:20]=[CH:21][CH:22]=1. The yield is 0.990. (2) The yield is 0.910. The catalyst is CC(C)=O.[I-].[K+]. The product is [CH3:26][C:25]([CH3:28])([CH3:27])[CH2:24][C:23]([NH:22][C:17]1[C:18]([CH3:21])=[C:19]([CH3:20])[C:14]2[O:13][CH2:12][CH:11]([C:4]3[CH:5]=[CH:6][C:7]([CH:8]([CH3:10])[CH3:9])=[C:2]([CH:3]=3)[O:1][CH2:32][C:33]([O:35][CH2:36][CH3:37])=[O:34])[C:15]=2[C:16]=1[CH3:30])=[O:29]. The reactants are [OH:1][C:2]1[CH:3]=[C:4]([CH:11]2[C:15]3[C:16]([CH3:30])=[C:17]([NH:22][C:23](=[O:29])[CH2:24][C:25]([CH3:28])([CH3:27])[CH3:26])[C:18]([CH3:21])=[C:19]([CH3:20])[C:14]=3[O:13][CH2:12]2)[CH:5]=[CH:6][C:7]=1[CH:8]([CH3:10])[CH3:9].Br[CH2:32][C:33]([O:35][CH2:36][CH3:37])=[O:34].C(=O)([O-])[O-].[K+].[K+].O. (3) The reactants are [CH3:1][O:2][C:3]1[C:4]([O:16][CH2:17][CH2:18][CH2:19][Cl:20])=[CH:5][C:6]([N+:13]([O-])=O)=[C:7]([CH:12]=1)[C:8]([O:10][CH3:11])=[O:9]. The catalyst is [Ni].C(O)=O. The product is [CH3:1][O:2][C:3]1[CH:12]=[C:7]([C:8]([O:10][CH3:11])=[O:9])[C:6]([NH2:13])=[CH:5][C:4]=1[O:16][CH2:17][CH2:18][CH2:19][Cl:20]. The yield is 0.850. (4) The reactants are [C:1]([C:5]1[O:6][C:7]2[C:13]([S:14](Cl)(=[O:16])=[O:15])=[C:12]([Cl:18])[CH:11]=[CH:10][C:8]=2[N:9]=1)([CH3:4])([CH3:3])[CH3:2].CCN(CC)CC.[C:26]([N:33]1[CH2:38][CH2:37][NH:36][CH2:35][CH2:34]1)([O:28][C:29]([CH3:32])([CH3:31])[CH3:30])=[O:27].O. The catalyst is C1COCC1. The product is [C:29]([O:28][C:26]([N:33]1[CH2:38][CH2:37][NH:36][CH2:35][CH:34]1[S:14]([C:13]1[C:7]2[O:6][C:5]([C:1]([CH3:4])([CH3:3])[CH3:2])=[N:9][C:8]=2[CH:10]=[CH:11][C:12]=1[Cl:18])(=[O:16])=[O:15])=[O:27])([CH3:32])([CH3:30])[CH3:31]. The yield is 0.910.